From a dataset of Catalyst prediction with 721,799 reactions and 888 catalyst types from USPTO. Predict which catalyst facilitates the given reaction. Reactant: [C:1]1([C:7]2[O:11][N:10]=[C:9]([C:12]([NH:14][CH2:15][C:16]([OH:18])=O)=[O:13])[CH:8]=2)[CH:6]=[CH:5][CH:4]=[CH:3][CH:2]=1.CCN(C(C)C)C(C)C.C1C=CC2N(O)N=NC=2C=1.CCN=C=NCCCN(C)C.Cl.Cl.Cl.[NH:52]1[CH2:57][CH2:56][CH:55]([NH:58][C:59]2[CH:64]=[CH:63][CH:62]=[CH:61][C:60]=2[C:65]([F:68])([F:67])[F:66])[CH2:54][CH2:53]1. Product: [O:18]=[C:16]([N:52]1[CH2:53][CH2:54][CH:55]([NH:58][C:59]2[CH:64]=[CH:63][CH:62]=[CH:61][C:60]=2[C:65]([F:66])([F:67])[F:68])[CH2:56][CH2:57]1)[CH2:15][NH:14][C:12]([C:9]1[CH:8]=[C:7]([C:1]2[CH:2]=[CH:3][CH:4]=[CH:5][CH:6]=2)[O:11][N:10]=1)=[O:13]. The catalyst class is: 18.